This data is from Peptide-MHC class I binding affinity with 185,985 pairs from IEDB/IMGT. The task is: Regression. Given a peptide amino acid sequence and an MHC pseudo amino acid sequence, predict their binding affinity value. This is MHC class I binding data. (1) The peptide sequence is LVLCVTQVLM. The MHC is HLA-B35:01 with pseudo-sequence HLA-B35:01. The binding affinity (normalized) is 0.302. (2) The peptide sequence is WQQIGLVEV. The MHC is HLA-B15:01 with pseudo-sequence HLA-B15:01. The binding affinity (normalized) is 0.0847. (3) The peptide sequence is SALIAERPL. The MHC is H-2-Kb with pseudo-sequence H-2-Kb. The binding affinity (normalized) is 0.584. (4) The peptide sequence is NIVWEKKSL. The MHC is HLA-A02:01 with pseudo-sequence HLA-A02:01. The binding affinity (normalized) is 0.141.